Dataset: Reaction yield outcomes from USPTO patents with 853,638 reactions. Task: Predict the reaction yield, written as a fraction of the theoretical maximum amount of product (1.0 means a 100% yield; for example, 0.34 means a 34% yield). The reactants are [Cl:1][C:2]1[CH:3]=[CH:4][CH:5]=[C:6]([NH2:11])[C:7]=1[C:8](O)=[O:9].[N:12]1[CH:17]=CC=NN=1. The catalyst is CCO.N1CCCCC1. The product is [Cl:1][C:2]1[CH:3]=[CH:4][CH:5]=[C:6]2[C:7]=1[C:8](=[O:9])[NH:12][CH:17]=[N:11]2. The yield is 0.700.